Dataset: Full USPTO retrosynthesis dataset with 1.9M reactions from patents (1976-2016). Task: Predict the reactants needed to synthesize the given product. (1) Given the product [CH:37]([C:40]1[CH:41]=[C:42]([NH:43][C:18]([C:17]2[CH:16]=[C:15]([N:9]3[CH2:10][C:11]4[CH:12]=[N:13][CH:14]=[C:5]([C:3]([O:2][CH3:1])=[O:4])[C:6]=4[CH2:7][CH2:8]3)[CH:23]=[CH:22][CH:21]=2)=[O:20])[CH:44]=[CH:45][CH:46]=1)([CH3:39])[CH3:38], predict the reactants needed to synthesize it. The reactants are: [CH3:1][O:2][C:3]([C:5]1[CH:14]=[N:13][CH:12]=[C:11]2[C:6]=1[CH2:7][CH2:8][N:9]([C:15]1[CH:16]=[C:17]([CH:21]=[CH:22][CH:23]=1)[C:18]([OH:20])=O)[CH2:10]2)=[O:4].C(N(CC)CC)C.CCCP(=O)=O.[CH:37]([C:40]1[CH:41]=[C:42]([CH:44]=[CH:45][CH:46]=1)[NH2:43])([CH3:39])[CH3:38]. (2) The reactants are: [O:1]1[CH2:6][CH2:5][CH:4]([NH2:7])[CH2:3][CH2:2]1.Cl[CH2:9][C:10](=[O:48])[C:11]([CH3:47])([CH3:46])[CH2:12][C@@H:13]1[CH2:18][CH2:17][C@@H:16]([O:19][CH2:20][C:21]2[CH:22]=[CH:23][C:24]3[O:29][CH2:28][CH2:27][N:26]([CH2:30][CH2:31][CH2:32][O:33][CH3:34])[C:25]=3[CH:35]=2)[CH2:15][N:14]1[S:36]([C:39]1[CH:44]=[CH:43][C:42]([CH3:45])=[CH:41][CH:40]=1)(=[O:38])=[O:37].[OH-].[Na+]. Given the product [CH3:34][O:33][CH2:32][CH2:31][CH2:30][N:26]1[C:25]2[CH:35]=[C:21]([CH2:20][O:19][C@H:16]3[CH2:15][N:14]([S:36]([C:39]4[CH:40]=[CH:41][C:42]([CH3:45])=[CH:43][CH:44]=4)(=[O:37])=[O:38])[C@H:13]([CH2:12][C:11]([CH3:47])([CH3:46])[C:10](=[O:48])[CH2:9][NH:7][CH:4]4[CH2:5][CH2:6][O:1][CH2:2][CH2:3]4)[CH2:18][CH2:17]3)[CH:22]=[CH:23][C:24]=2[O:29][CH2:28][CH2:27]1, predict the reactants needed to synthesize it. (3) Given the product [F:35][C:36]([F:41])([F:40])[C:37]([OH:39])=[O:38].[NH2:7][C@H:8]([CH2:24][C:25]1[CH:30]=[C:29]([F:31])[C:28]([F:32])=[CH:27][C:26]=1[F:33])[CH2:9][C:10]([N:11]1[CH2:17][C:16]2[CH:18]=[CH:19][CH:20]=[CH:21][C:15]=2[NH:14][C:13](=[O:22])[CH2:12]1)=[O:23], predict the reactants needed to synthesize it. The reactants are: C(OC(=O)[NH:7][C@H:8]([CH2:24][C:25]1[CH:30]=[C:29]([F:31])[C:28]([F:32])=[CH:27][C:26]=1[F:33])[CH2:9][C:10](=[O:23])[N:11]1[CH2:17][C:16]2[CH:18]=[CH:19][CH:20]=[CH:21][C:15]=2[NH:14][C:13](=[O:22])[CH2:12]1)(C)(C)C.[F:35][C:36]([F:41])([F:40])[C:37]([OH:39])=[O:38].CCCCCC.